Dataset: Peptide-MHC class I binding affinity with 185,985 pairs from IEDB/IMGT. Task: Regression. Given a peptide amino acid sequence and an MHC pseudo amino acid sequence, predict their binding affinity value. This is MHC class I binding data. (1) The peptide sequence is YLLGDSDSVA. The MHC is HLA-A68:02 with pseudo-sequence HLA-A68:02. The binding affinity (normalized) is 0.142. (2) The peptide sequence is YRRWIQLGL. The MHC is Mamu-B03 with pseudo-sequence Mamu-B03. The binding affinity (normalized) is 0.759. (3) The peptide sequence is TTYVYTLPV. The MHC is HLA-B46:01 with pseudo-sequence HLA-B46:01. The binding affinity (normalized) is 0.0847. (4) The MHC is HLA-A33:01 with pseudo-sequence HLA-A33:01. The binding affinity (normalized) is 0. The peptide sequence is KSINKVYGK. (5) The peptide sequence is HINTLIQYR. The MHC is HLA-A03:01 with pseudo-sequence HLA-A03:01. The binding affinity (normalized) is 0.515. (6) The peptide sequence is RPRQRGIPF. The MHC is HLA-A03:01 with pseudo-sequence HLA-A03:01. The binding affinity (normalized) is 0.0847. (7) The MHC is HLA-B57:01 with pseudo-sequence HLA-B57:01. The peptide sequence is IVAPYLFWL. The binding affinity (normalized) is 0.244.